This data is from CYP3A4 inhibition data for predicting drug metabolism from PubChem BioAssay. The task is: Regression/Classification. Given a drug SMILES string, predict its absorption, distribution, metabolism, or excretion properties. Task type varies by dataset: regression for continuous measurements (e.g., permeability, clearance, half-life) or binary classification for categorical outcomes (e.g., BBB penetration, CYP inhibition). Dataset: cyp3a4_veith. (1) The compound is CCCc1cc(=O)oc2cc(OCC(=O)N3CCc4ccccc43)ccc12. The result is 1 (inhibitor). (2) The molecule is C=C(CC(=O)O)C(=O)O.C=CC(=O)O. The result is 0 (non-inhibitor). (3) The drug is Cc1ccc(-c2ncccc2OC(=O)C23CC4CC(CC(C4)C2)C3)cc1.Cl. The result is 0 (non-inhibitor). (4) The drug is Cn1c(=O)[nH]c(=O)c2c1nc(NCCCO)n2CCCc1ccccc1. The result is 0 (non-inhibitor). (5) The molecule is Cc1ccc(C2Nc3ccccc3C(=O)N2Cc2ccco2)cc1. The result is 1 (inhibitor). (6) The compound is CCN(CC(=O)NC1CCS(=O)(=O)C1)c1ccc(S(C)(=O)=O)cc1[N+](=O)[O-]. The result is 0 (non-inhibitor). (7) The drug is O=C(Nc1cccc2[nH]ncc12)c1ccc(F)cc1. The result is 1 (inhibitor). (8) The molecule is COc1cc2c(cc1O)[C@@H](c1cc(O)c(O)c(OC)c1)[C@@](O)(C(=O)O)[C@@H](CO)[C@@H]2O. The result is 0 (non-inhibitor). (9) The molecule is CCS(=O)(=O)NCC(c1cccnc1)N1CCN(c2ccccc2F)CC1. The result is 1 (inhibitor). (10) The molecule is CN[C@@H](c1ccncc1)[C@@H](NC)c1ccncc1. The result is 1 (inhibitor).